Dataset: Forward reaction prediction with 1.9M reactions from USPTO patents (1976-2016). Task: Predict the product of the given reaction. (1) Given the reactants [CH3:1][O:2][C:3]1[CH:8]=[C:7]([O:9][CH3:10])[N:6]=[C:5]([O:11][CH:12]([C:16]2[CH:21]=[CH:20][CH:19]=[CH:18][CH:17]=2)[C:13]([OH:15])=O)[N:4]=1.C1C=CC2N(O)N=NC=2C=1.[CH2:32]([NH:34][CH2:35][CH3:36])[CH3:33].CCN=C=NCCCN(C)C.Cl, predict the reaction product. The product is: [CH3:10][O:9][C:7]1[CH:8]=[C:3]([O:2][CH3:1])[N:4]=[C:5]([O:11][CH:12]([C:16]2[CH:21]=[CH:20][CH:19]=[CH:18][CH:17]=2)[C:13]([N:34]([CH2:35][CH3:36])[CH2:32][CH3:33])=[O:15])[N:6]=1. (2) Given the reactants Br[CH2:2][C:3]([N:5]([CH2:16][CH2:17][C:18]([O:20][CH2:21][C:22]1[CH:27]=[CH:26][CH:25]=[CH:24][CH:23]=1)=[O:19])[CH2:6][CH2:7][O:8][Si:9]([C:12]([CH3:15])([CH3:14])[CH3:13])([CH3:11])[CH3:10])=[O:4].CCN(CC)CC.[Si:35]([O:42][CH2:43][CH2:44][NH2:45])([C:38]([CH3:41])([CH3:40])[CH3:39])([CH3:37])[CH3:36], predict the reaction product. The product is: [Si:9]([O:8][CH2:7][CH2:6][N:5]([CH2:16][CH2:17][C:18]([O:20][CH2:21][C:22]1[CH:27]=[CH:26][CH:25]=[CH:24][CH:23]=1)=[O:19])[C:3](=[O:4])[CH2:2][NH:45][CH2:44][CH2:43][O:42][Si:35]([CH3:36])([CH3:37])[C:38]([CH3:39])([CH3:40])[CH3:41])([C:12]([CH3:15])([CH3:14])[CH3:13])([CH3:11])[CH3:10]. (3) Given the reactants [C:1]([C:3]1[CH:4]=[C:5]([NH:10][C:11]2[N:19]=[CH:18][CH:17]=[CH:16][C:12]=2[C:13]([OH:15])=O)[CH:6]=[C:7]([F:9])[CH:8]=1)#[N:2].[CH3:20][C:21]([NH2:25])([C:23]#[CH:24])[CH3:22].C1C=CC2N(O)N=NC=2C=1.CCN=C=NCCCN(C)C.CCN(C(C)C)C(C)C, predict the reaction product. The product is: [C:1]([C:3]1[CH:4]=[C:5]([NH:10][C:11]2[N:19]=[CH:18][CH:17]=[CH:16][C:12]=2[C:13]([NH:25][C:21]([CH3:22])([C:23]#[CH:24])[CH3:20])=[O:15])[CH:6]=[C:7]([F:9])[CH:8]=1)#[N:2]. (4) Given the reactants Br[C:2]1[C:3](=[O:9])[NH:4][CH:5]=[C:6]([Br:8])[N:7]=1.[NH:10]1[CH2:15][CH2:14][O:13][CH2:12][CH2:11]1, predict the reaction product. The product is: [Br:8][C:6]1[N:7]=[C:2]([N:10]2[CH2:15][CH2:14][O:13][CH2:12][CH2:11]2)[C:3](=[O:9])[NH:4][CH:5]=1. (5) Given the reactants [Cl:1][C:2]1[CH:3]=[C:4]([C:12]2[O:16][N:15]=[C:14]([C:17]3[CH:18]=[C:19]4[C:23](=[CH:24][CH:25]=3)[NH:22][N:21]=[CH:20]4)[N:13]=2)[CH:5]=[CH:6][C:7]=1[O:8][CH:9]([CH3:11])[CH3:10].Br[CH2:27][C:28]([CH3:35])([CH3:34])[C:29]([O:31][CH2:32][CH3:33])=[O:30].C([O-])([O-])=O.[Cs+].[Cs+], predict the reaction product. The product is: [Cl:1][C:2]1[CH:3]=[C:4]([C:12]2[O:16][N:15]=[C:14]([C:17]3[CH:18]=[C:19]4[C:23](=[CH:24][CH:25]=3)[N:22]([CH2:27][C:28]([CH3:35])([CH3:34])[C:29]([O:31][CH2:32][CH3:33])=[O:30])[N:21]=[CH:20]4)[N:13]=2)[CH:5]=[CH:6][C:7]=1[O:8][CH:9]([CH3:11])[CH3:10].[Cl:1][C:2]1[CH:3]=[C:4]([C:12]2[O:16][N:15]=[C:14]([C:17]3[CH:25]=[CH:24][C:23]4[C:19](=[CH:20][N:21]([CH2:27][C:28]([CH3:35])([CH3:34])[C:29]([O:31][CH2:32][CH3:33])=[O:30])[N:22]=4)[CH:18]=3)[N:13]=2)[CH:5]=[CH:6][C:7]=1[O:8][CH:9]([CH3:11])[CH3:10]. (6) The product is: [CH2:1]([N:8]1[C:17]([CH:18]([OH:19])[CH3:28])=[C:16]([C:20]2[CH:21]=[CH:22][CH:23]=[CH:24][CH:25]=2)[C:15]2[C:10](=[CH:11][CH:12]=[C:13]([Br:26])[CH:14]=2)[C:9]1=[O:27])[C:2]1[CH:3]=[CH:4][CH:5]=[CH:6][CH:7]=1. Given the reactants [CH2:1]([N:8]1[C:17]([CH:18]=[O:19])=[C:16]([C:20]2[CH:25]=[CH:24][CH:23]=[CH:22][CH:21]=2)[C:15]2[C:10](=[CH:11][CH:12]=[C:13]([Br:26])[CH:14]=2)[C:9]1=[O:27])[C:2]1[CH:7]=[CH:6][CH:5]=[CH:4][CH:3]=1.[CH3:28][Mg]Br.O, predict the reaction product. (7) Given the reactants C(O[B:5]1[O:9][C:8]([CH3:11])([CH3:10])[C:7]([CH3:13])([CH3:12])[O:6]1)(C)C.C([Li])CCC.[F:19][C:20]1[CH:21]=[C:22]([C:27]([CH3:36])([CH3:35])[C:28]([O:30][C:31]([CH3:34])([CH3:33])[CH3:32])=[O:29])[CH:23]=[C:24]([F:26])[CH:25]=1, predict the reaction product. The product is: [F:19][C:20]1[CH:21]=[C:22]([C:27]([CH3:36])([CH3:35])[C:28]([O:30][C:31]([CH3:34])([CH3:33])[CH3:32])=[O:29])[CH:23]=[C:24]([F:26])[C:25]=1[B:5]1[O:6][C:7]([CH3:12])([CH3:13])[C:8]([CH3:10])([CH3:11])[O:9]1. (8) Given the reactants [CH3:1][N:2]([CH3:29])[C:3]1([C:23]2[CH:28]=[CH:27][CH:26]=[CH:25][CH:24]=2)[CH2:8][CH2:7][CH:6]([CH2:9][C:10]([NH:12][CH2:13][CH2:14][CH2:15][CH2:16][C:17]2[CH:22]=[CH:21][CH:20]=[CH:19][CH:18]=2)=[O:11])[CH2:5][CH2:4]1.[Cl:30][Si](C)(C)C, predict the reaction product. The product is: [ClH:30].[CH3:29][N:2]([CH3:1])[C:3]1([C:23]2[CH:24]=[CH:25][CH:26]=[CH:27][CH:28]=2)[CH2:8][CH2:7][CH:6]([CH2:9][C:10]([NH:12][CH2:13][CH2:14][CH2:15][CH2:16][C:17]2[CH:22]=[CH:21][CH:20]=[CH:19][CH:18]=2)=[O:11])[CH2:5][CH2:4]1. (9) Given the reactants [Cl:1][C:2]1[CH:7]=[C:6]([F:8])[CH:5]=[CH:4][C:3]=1[C:9]([C:11]1[C:12]([CH3:34])=[N:13][N:14]([CH3:33])[C:15]=1[C:16]1[C:21]([F:22])=[CH:20][C:19](B2OC(C)(C)C(C)(C)O2)=[CH:18][C:17]=1[F:32])=[O:10].C[N+]([O-:45])(C)C1C=CC(C)=CC=1, predict the reaction product. The product is: [Cl:1][C:2]1[CH:7]=[C:6]([F:8])[CH:5]=[CH:4][C:3]=1[C:9]([C:11]1[C:12]([CH3:34])=[N:13][N:14]([CH3:33])[C:15]=1[C:16]1[C:17]([F:32])=[CH:18][C:19]([OH:45])=[CH:20][C:21]=1[F:22])=[O:10].